Dataset: Catalyst prediction with 721,799 reactions and 888 catalyst types from USPTO. Task: Predict which catalyst facilitates the given reaction. (1) Reactant: [N+:1]([O-:4])(O)=[O:2].[Cl:5][C:6]1[CH:11]=[CH:10][C:9]([CH3:12])=[CH:8][N+:7]=1[O-:13].C(=O)([O-])[O-].[Na+].[Na+]. Product: [Cl:5][C:6]1[CH:11]=[C:10]([N+:1]([O-:4])=[O:2])[C:9]([CH3:12])=[CH:8][N+:7]=1[O-:13]. The catalyst class is: 65. (2) Reactant: C(O)(C(F)(F)F)=O.[CH3:8][O:9][C:10]1[CH:11]=[C:12]([NH:22][C:23]2[CH:24]=[CH:25][C:26]3[CH2:27][N:28](C(OC(C)(C)C)=O)[CH2:29][C@@H:30]([C:34]4[CH:39]=[CH:38][CH:37]=[CH:36][CH:35]=4)[O:31][C:32]=3[N:33]=2)[CH:13]=[CH:14][C:15]=1[N:16]1[CH:20]=[C:19]([CH3:21])[N:18]=[CH:17]1.C(N(CC)CC)C. Product: [CH3:8][O:9][C:10]1[CH:11]=[C:12]([NH:22][C:23]2[CH:24]=[CH:25][C:26]3[CH2:27][NH:28][CH2:29][C@@H:30]([C:34]4[CH:39]=[CH:38][CH:37]=[CH:36][CH:35]=4)[O:31][C:32]=3[N:33]=2)[CH:13]=[CH:14][C:15]=1[N:16]1[CH:20]=[C:19]([CH3:21])[N:18]=[CH:17]1. The catalyst class is: 2.